Dataset: Full USPTO retrosynthesis dataset with 1.9M reactions from patents (1976-2016). Task: Predict the reactants needed to synthesize the given product. (1) Given the product [C:2]1([C:1]([C:14]2[CH:19]=[CH:18][CH:17]=[CH:16][CH:15]=2)([C:8]2[CH:13]=[CH:12][CH:11]=[CH:10][CH:9]=2)[O:24][CH2:23][C:22](=[CH2:21])[CH2:25][OH:26])[CH:7]=[CH:6][CH:5]=[CH:4][CH:3]=1, predict the reactants needed to synthesize it. The reactants are: [C:1](Cl)([C:14]1[CH:19]=[CH:18][CH:17]=[CH:16][CH:15]=1)([C:8]1[CH:13]=[CH:12][CH:11]=[CH:10][CH:9]=1)[C:2]1[CH:7]=[CH:6][CH:5]=[CH:4][CH:3]=1.[CH2:21]=[C:22]([CH2:25][OH:26])[CH2:23][OH:24].C(N(CC)CC)C.C([O-])(O)=O.[Na+]. (2) The reactants are: [CH3:1][N:2]([CH3:24])[CH2:3][C:4]([N:6]([CH3:23])[C:7]1[CH:8]=[CH:9][C:10]([O:21][CH3:22])=[C:11]([NH:13]C(=O)OC(C)(C)C)[CH:12]=1)=[O:5].Cl.C(OCC)(=O)C.C(=O)([O-])[O-].[K+].[K+]. Given the product [NH2:13][C:11]1[CH:12]=[C:7]([N:6]([CH3:23])[C:4](=[O:5])[CH2:3][N:2]([CH3:24])[CH3:1])[CH:8]=[CH:9][C:10]=1[O:21][CH3:22], predict the reactants needed to synthesize it. (3) Given the product [CH2:34]([O:46][C:9]([C:10]1[NH:11][C:12]2[CH:13]=[C:14]([C:18]3[CH:19]=[CH:20][C:21]([Cl:24])=[CH:22][CH:23]=3)[O:15][C:16]=2[CH:17]=1)=[O:27])[CH3:35].[Cl:24][C:21]1[CH:20]=[CH:19][C:18]([C:14]2[O:15][C:16]3[CH:17]=[C:10]4[C:9](=[O:27])[N:43]([CH2:42][C:36]5([CH2:35][C:34]([N:33]([CH2:31][CH3:32])[CH2:47][CH3:48])=[O:46])[CH2:37][CH2:38][CH2:39][CH2:40][CH2:41]5)[C:44](=[S:45])[N:11]4[C:12]=3[CH:13]=2)=[CH:23][CH:22]=1, predict the reactants needed to synthesize it. The reactants are: C(OC(=O)C(CC)CCN1C(=S)[N:11]2[C:12]3[CH:13]=[C:14]([C:18]4[CH:23]=[CH:22][C:21]([Cl:24])=[CH:20][CH:19]=4)[O:15][C:16]=3[CH:17]=[C:10]2[C:9]1=[O:27])C.[CH2:31]([N:33]([CH2:47][CH3:48])[C:34](=[O:46])[CH2:35][C:36]1([CH2:42][N:43]=[C:44]=[S:45])[CH2:41][CH2:40][CH2:39][CH2:38][CH2:37]1)[CH3:32].C([O-])([O-])=O.[K+].[K+].C(#N)C. (4) The reactants are: CCCC[N+](CCCC)(CCCC)CCCC.[F-].C([Si](C1C=CC=CC=1)(C1C=CC=CC=1)[O:24][CH2:25][CH2:26][O:27][CH2:28][CH2:29][O:30][N:31]([CH3:39])[C:32]([O:34][C:35]([CH3:38])([CH3:37])[CH3:36])=[O:33])(C)(C)C. Given the product [CH3:39][N:31]([C:32]([O:34][C:35]([CH3:38])([CH3:37])[CH3:36])=[O:33])[O:30][CH2:29][CH2:28][O:27][CH2:26][CH2:25][OH:24], predict the reactants needed to synthesize it. (5) Given the product [N:1]([C@@H:4]([C@@H:8]([C:16]1[CH:21]=[CH:20][C:19]([F:22])=[C:18]([F:23])[CH:17]=1)[C:9]1[CH:14]=[CH:13][CH:12]=[C:11]([F:15])[CH:10]=1)[C:5]([NH:24][C:25]1[CH:55]=[CH:54][CH:53]=[C:52]([F:56])[C:26]=1[CH2:27][CH2:28][C@H:29]1[O:34][CH2:33][C@@H:32]([CH2:35][O:36][C:37](=[O:44])[NH:38][CH2:39][C:40]([F:43])([F:41])[F:42])[N:31]([C:45]([O:47][C:48]([CH3:49])([CH3:50])[CH3:51])=[O:46])[CH2:30]1)=[O:6])=[N+:2]=[N-:3], predict the reactants needed to synthesize it. The reactants are: [N:1]([C@@H:4]([C@@H:8]([C:16]1[CH:21]=[CH:20][C:19]([F:22])=[C:18]([F:23])[CH:17]=1)[C:9]1[CH:14]=[CH:13][CH:12]=[C:11]([F:15])[CH:10]=1)[C:5](O)=[O:6])=[N+:2]=[N-:3].[NH2:24][C:25]1[CH:55]=[CH:54][CH:53]=[C:52]([F:56])[C:26]=1[CH2:27][CH2:28][C@H:29]1[O:34][CH2:33][C@@H:32]([CH2:35][O:36][C:37](=[O:44])[NH:38][CH2:39][C:40]([F:43])([F:42])[F:41])[N:31]([C:45]([O:47][C:48]([CH3:51])([CH3:50])[CH3:49])=[O:46])[CH2:30]1.O=P(Cl)(Cl)Cl. (6) Given the product [CH3:1][O:2][C:3](=[O:42])[CH2:4][C@H:5]([OH:41])[CH2:6][C@H:7]([OH:40])[CH:8]=[CH:9][C:10]1[N:11]([CH:37]([CH3:38])[CH3:39])[C:12]([C:28](=[O:36])[NH:29][C:30]2[CH:35]=[CH:34][CH:33]=[CH:32][CH:31]=2)=[C:13]([C:22]2[CH:27]=[CH:26][CH:25]=[CH:24][CH:23]=2)[C:14]=1[C:15]1[CH:20]=[CH:19][C:18]([F:21])=[CH:17][CH:16]=1, predict the reactants needed to synthesize it. The reactants are: [CH3:1][O:2][C:3](=[O:42])[CH2:4][C@H:5]([OH:41])[CH2:6][C:7](=[O:40])[CH:8]=[CH:9][C:10]1[N:11]([CH:37]([CH3:39])[CH3:38])[C:12]([C:28](=[O:36])[NH:29][C:30]2[CH:35]=[CH:34][CH:33]=[CH:32][CH:31]=2)=[C:13]([C:22]2[CH:27]=[CH:26][CH:25]=[CH:24][CH:23]=2)[C:14]=1[C:15]1[CH:20]=[CH:19][C:18]([F:21])=[CH:17][CH:16]=1.C(B(CC)OC)C.[BH4-].[Na+]. (7) Given the product [CH3:1][NH:2][S:12]([C:9]1[CH:10]=[CH:11][C:6]([N+:3]([O-:5])=[O:4])=[CH:7][CH:8]=1)(=[O:14])=[O:13], predict the reactants needed to synthesize it. The reactants are: [CH3:1][NH2:2].[N+:3]([C:6]1[CH:11]=[CH:10][C:9]([S:12](Cl)(=[O:14])=[O:13])=[CH:8][CH:7]=1)([O-:5])=[O:4].O. (8) Given the product [F:15][C:16]([F:63])([F:62])[C:17]1[CH:18]=[C:19]([C@H:27]2[O:31][C:30](=[O:32])[N:29]([CH2:33][C:34]3[CH:39]=[C:38]([C:40]([F:43])([F:42])[F:41])[CH:37]=[CH:36][C:35]=3[C:44]3[CH:49]=[C:48]([C:2]4[CH:7]=[CH:6][C:5]([S:8]([NH2:13])(=[O:10])=[O:9])=[CH:4][C:3]=4[CH3:12])[CH:47]=[CH:46][C:45]=3[O:59][CH3:60])[C@H:28]2[CH3:61])[CH:20]=[C:21]([C:23]([F:26])([F:25])[F:24])[CH:22]=1, predict the reactants needed to synthesize it. The reactants are: Br[C:2]1[CH:7]=[CH:6][C:5]([S:8](Cl)(=[O:10])=[O:9])=[CH:4][C:3]=1[CH3:12].[NH4+:13].[OH-].[F:15][C:16]([F:63])([F:62])[C:17]1[CH:18]=[C:19]([C@H:27]2[O:31][C:30](=[O:32])[N:29]([CH2:33][C:34]3[CH:39]=[C:38]([C:40]([F:43])([F:42])[F:41])[CH:37]=[CH:36][C:35]=3[C:44]3[CH:49]=[C:48](B4OC(C)(C)C(C)(C)O4)[CH:47]=[CH:46][C:45]=3[O:59][CH3:60])[C@H:28]2[CH3:61])[CH:20]=[C:21]([C:23]([F:26])([F:25])[F:24])[CH:22]=1.C(=O)([O-])[O-].[Na+].[Na+].